This data is from Full USPTO retrosynthesis dataset with 1.9M reactions from patents (1976-2016). The task is: Predict the reactants needed to synthesize the given product. (1) Given the product [CH3:1][O:2][C:3]1[CH:10]=[CH:9][C:8]([O:11][CH3:12])=[CH:7][C:4]=1[C:5]([N+:18]([O-:20])=[O:19])=[CH2:13], predict the reactants needed to synthesize it. The reactants are: [CH3:1][O:2][C:3]1[CH:10]=[CH:9][C:8]([O:11][CH3:12])=[CH:7][C:4]=1[CH:5]=O.[C:13]([O-])(=O)C.[NH4+].[N+:18](C)([O-:20])=[O:19]. (2) Given the product [Br:1][C:2]1[CH:3]=[CH:4][C:5]([C:9]([OH:11])=[O:10])=[N:6][C:7]=1[O:18][CH:16]([CH3:17])[C:15]([F:20])([F:19])[F:14], predict the reactants needed to synthesize it. The reactants are: [Br:1][C:2]1[CH:3]=[CH:4][C:5]([C:9]([OH:11])=[O:10])=[N:6][C:7]=1Cl.[OH-].[K+].[F:14][C:15]([F:20])([F:19])[CH:16]([OH:18])[CH3:17]. (3) The reactants are: CC(C)([O-])C.[K+].[C:7]([C:9]1[C:10]([NH2:26])=[N:11][C:12]([C:21]2[O:22][CH:23]=[CH:24][CH:25]=2)=[C:13]([C:15]2[CH:20]=[CH:19][N:18]=[CH:17][CH:16]=2)[N:14]=1)#[CH:8]. Given the product [O:22]1[CH:23]=[CH:24][CH:25]=[C:21]1[C:12]1[N:11]=[C:10]2[NH:26][CH:8]=[CH:7][C:9]2=[N:14][C:13]=1[C:15]1[CH:16]=[CH:17][N:18]=[CH:19][CH:20]=1, predict the reactants needed to synthesize it.